This data is from Full USPTO retrosynthesis dataset with 1.9M reactions from patents (1976-2016). The task is: Predict the reactants needed to synthesize the given product. Given the product [Cl:1][C:2]1[C:11]([CH:12]([OH:13])[CH3:15])=[CH:10][C:9]2[C:4](=[CH:5][CH:6]=[CH:7][C:8]=2[Cl:14])[N:3]=1, predict the reactants needed to synthesize it. The reactants are: [Cl:1][C:2]1[C:11]([CH:12]=[O:13])=[CH:10][C:9]2[C:4](=[CH:5][CH:6]=[CH:7][C:8]=2[Cl:14])[N:3]=1.[CH3:15][Mg]Br.Cl.